Dataset: Full USPTO retrosynthesis dataset with 1.9M reactions from patents (1976-2016). Task: Predict the reactants needed to synthesize the given product. Given the product [CH3:1][C:2]1[CH:10]=[CH:9][C:5]([C:6]2[NH:33][C:28]3[CH:27]=[C:26]([C:25]([F:24])([F:34])[F:35])[CH:31]=[CH:30][C:29]=3[N:32]=2)=[CH:4][C:3]=1[B:11]1[O:15][C:14]([CH3:17])([CH3:16])[C:13]([CH3:19])([CH3:18])[O:12]1, predict the reactants needed to synthesize it. The reactants are: [CH3:1][C:2]1[CH:10]=[CH:9][C:5]([C:6](O)=O)=[CH:4][C:3]=1[B:11]1[O:15][C:14]([CH3:17])([CH3:16])[C:13]([CH3:19])([CH3:18])[O:12]1.S(Cl)(Cl)=O.[F:24][C:25]([F:35])([F:34])[C:26]1[CH:27]=[C:28]([NH2:33])[C:29]([NH2:32])=[CH:30][CH:31]=1.C(N(CC)CC)C.